This data is from Forward reaction prediction with 1.9M reactions from USPTO patents (1976-2016). The task is: Predict the product of the given reaction. (1) Given the reactants [Cl:1][C:2]1[CH:3]=[C:4]([CH:32]=[CH:33][C:34]=1[F:35])[CH2:5][N:6]1[CH2:15][CH2:14][C:13]2[C:8](=[C:9]([OH:30])[C:10](=[O:29])[N:11]3[CH2:21][CH2:20][CH2:19][CH2:18][N:17]([CH2:22][CH2:23][O:24]C(=O)C)[C:16](=[O:28])[C:12]3=2)[C:7]1=[O:31].[OH-].[Li+], predict the reaction product. The product is: [Cl:1][C:2]1[CH:3]=[C:4]([CH:32]=[CH:33][C:34]=1[F:35])[CH2:5][N:6]1[CH2:15][CH2:14][C:13]2[C:8](=[C:9]([OH:30])[C:10](=[O:29])[N:11]3[CH2:21][CH2:20][CH2:19][CH2:18][N:17]([CH2:22][CH2:23][OH:24])[C:16](=[O:28])[C:12]3=2)[C:7]1=[O:31]. (2) Given the reactants [O:1]=[C:2]1[N:11]([CH:12]2[CH2:17][CH2:16][N:15]([C@H:18]3[CH2:22][CH2:21][N:20]([C:23]([O:25][C:26](C)(C)[CH3:27])=[O:24])[CH2:19]3)[CH2:14][CH2:13]2)[C@@H:10]2[C@H:5]([CH2:6][CH2:7][CH2:8][CH2:9]2)[O:4][CH2:3]1.Cl.C(N(CC)CC)C.ClC(OCC)=O, predict the reaction product. The product is: [O:1]=[C:2]1[N:11]([CH:12]2[CH2:13][CH2:14][N:15]([C@H:18]3[CH2:22][CH2:21][N:20]([C:23]([O:25][CH2:26][CH3:27])=[O:24])[CH2:19]3)[CH2:16][CH2:17]2)[C@@H:10]2[C@H:5]([CH2:6][CH2:7][CH2:8][CH2:9]2)[O:4][CH2:3]1. (3) Given the reactants Br.Br[CH2:3][C:4]([C:6]1[CH:11]=[CH:10][N:9]=[CH:8][CH:7]=1)=O.[F:12][C:13]([F:25])([F:24])[C:14]1[CH:19]=[CH:18][C:17]([NH:20][C:21]([NH2:23])=[S:22])=[CH:16][CH:15]=1.N, predict the reaction product. The product is: [N:9]1[CH:10]=[CH:11][C:6]([C:4]2[N:23]=[C:21]([NH:20][C:17]3[CH:16]=[CH:15][C:14]([C:13]([F:24])([F:12])[F:25])=[CH:19][CH:18]=3)[S:22][CH:3]=2)=[CH:7][CH:8]=1. (4) Given the reactants Br[C:2]1[S:6][C:5]([CH3:7])=[N:4][C:3]=1[C:8]#[N:9].[CH3:10][Si:11]([C:14]#[CH:15])([CH3:13])[CH3:12].C1(P(C2C=CC=CC=2)C2C=CC=CC=2)C=CC=CC=1, predict the reaction product. The product is: [CH3:7][C:5]1[S:6][C:2]([C:15]#[C:14][Si:11]([CH3:13])([CH3:12])[CH3:10])=[C:3]([C:8]#[N:9])[N:4]=1.